Predict the reaction yield, written as a fraction of the theoretical maximum amount of product (1.0 means a 100% yield; for example, 0.34 means a 34% yield). From a dataset of Reaction yield outcomes from USPTO patents with 853,638 reactions. (1) The reactants are [C:1]([O:5][C:6](=[O:20])[CH2:7][CH2:8][S:9][CH2:10][C:11]1[CH:12]=[C:13]([CH:17]=[CH:18][CH:19]=1)[C:14]([OH:16])=O)([CH3:4])([CH3:3])[CH3:2].CCN=C=NCCCN(C)C.Cl.[NH2:33][C:34]1[CH:39]=[CH:38][C:37]([N:40]2[CH2:45][CH2:44][CH2:43][CH2:42][CH2:41]2)=[CH:36][C:35]=1[C:46]1[N:51]=[CH:50][N:49]=[C:48]([NH:52][CH:53]([C:55]2[CH:60]=[CH:59][CH:58]=[C:57]([C:61]([F:64])([F:63])[F:62])[CH:56]=2)[CH3:54])[CH:47]=1. The catalyst is ClCCl.CN(C)C1C=CN=CC=1. The product is [N:40]1([C:37]2[CH:38]=[CH:39][C:34]([NH:33][C:14]([C:13]3[CH:12]=[C:11]([CH:19]=[CH:18][CH:17]=3)[CH2:10][S:9][CH2:8][CH2:7][C:6]([O:5][C:1]([CH3:2])([CH3:3])[CH3:4])=[O:20])=[O:16])=[C:35]([C:46]3[CH:47]=[C:48]([NH:52][CH:53]([C:55]4[CH:60]=[CH:59][CH:58]=[C:57]([C:61]([F:64])([F:62])[F:63])[CH:56]=4)[CH3:54])[N:49]=[CH:50][N:51]=3)[CH:36]=2)[CH2:41][CH2:42][CH2:43][CH2:44][CH2:45]1. The yield is 0.310. (2) The reactants are C[N:2]1[CH:7]=[C:6]([N+]([O-])=O)[CH:5]=[C:4]([N+:11]([O-:13])=[O:12])[C:3]1=O.[CH3:15][CH:16](C)[C:17](=O)C.N. The catalyst is CO. The product is [CH:16]([C:7]1[CH:6]=[CH:5][C:4]([N+:11]([O-:13])=[O:12])=[CH:3][N:2]=1)([CH3:17])[CH3:15]. The yield is 0.280.